Dataset: Forward reaction prediction with 1.9M reactions from USPTO patents (1976-2016). Task: Predict the product of the given reaction. (1) Given the reactants [CH2:1]([O:3][C:4]([C:6]1[N:7]([CH2:33]C=C)[CH:8]=[C:9]([C:11]([C:17]2[CH:18]=[C:19]3[C:23](=[CH:24][CH:25]=2)[N:22]([C:26]2[CH:31]=[CH:30][C:29]([F:32])=[CH:28][CH:27]=2)[N:21]=[CH:20]3)([OH:16])[C:12]([F:15])([F:14])[F:13])[CH:10]=1)=[O:5])[CH3:2].[O-:36][Mn](=O)(=O)=O.[K+], predict the reaction product. The product is: [OH:36][CH2:2][CH:1]1[O:3][C:4](=[O:5])[C:6]2=[CH:10][C:9]([C:11]([C:17]3[CH:18]=[C:19]4[C:23](=[CH:24][CH:25]=3)[N:22]([C:26]3[CH:31]=[CH:30][C:29]([F:32])=[CH:28][CH:27]=3)[N:21]=[CH:20]4)([OH:16])[C:12]([F:15])([F:13])[F:14])=[CH:8][N:7]2[CH2:33]1. (2) Given the reactants C(O[C:4](=O)[CH2:5][C:6]([C@@H:8]1[CH2:12][CH2:11][CH2:10][N:9]1[C:13]([O:15]C(C)(C)C)=O)=O)C.[C:21]([C:24]1[CH:31]=[CH:30][C:27](C=O)=[CH:26][CH:25]=1)([OH:23])=[O:22].N1CCCCC1.[NH2:38]/[C:39](/[CH2:47][C:48]1[CH:53]=[CH:52][C:51]([F:54])=[CH:50][CH:49]=1)=[CH:40]\C(OCC=C)=O.N1C=CC=CC1.N1CCOCC1, predict the reaction product. The product is: [F:54][C:51]1[CH:50]=[CH:49][C:48]([CH2:47][C:39]2[CH:40]=[C:4]([C:27]3[CH:26]=[CH:25][C:24]([C:21]([OH:23])=[O:22])=[CH:31][CH:30]=3)[C:5]3[C:13](=[O:15])[N:9]4[C@@H:8]([CH2:12][CH2:11][CH2:10]4)[C:6]=3[N:38]=2)=[CH:53][CH:52]=1. (3) The product is: [CH:33]1([C:2]2[C:3]([O:16][CH2:17][C:18]3([CH3:24])[CH2:19][CH2:20][CH2:21][CH2:22][CH2:23]3)=[CH:4][C:5]([F:15])=[C:6]([CH:14]=2)[C:7]([OH:9])=[O:8])[CH2:35][CH2:34]1. Given the reactants Cl[C:2]1[C:3]([O:16][CH2:17][C:18]2([CH3:24])[CH2:23][CH2:22][CH2:21][CH2:20][CH2:19]2)=[CH:4][C:5]([F:15])=[C:6]([CH:14]=1)[C:7]([O:9]C(C)(C)C)=[O:8].P([O-])([O-])([O-])=O.[K+].[K+].[K+].[CH:33]1(B(O)O)[CH2:35][CH2:34]1.F[B-](F)(F)F.C1(P(C2CCCCC2)C2CCCCC2)CCCCC1, predict the reaction product. (4) Given the reactants C([Sn]([C:14]1[N:15]([CH3:19])[CH:16]=[CH:17][CH:18]=1)(CCCC)CCCC)CCC.C(C1(C)C(O)=C(C(C)(C)C)C=CC1)(C)(C)C.Cl[C:37]1[O:38][C:39]2[C:40](=[C:42]([C:54]#[N:55])[C:43]([CH3:53])=[C:44]([C:47]3[CH:52]=[CH:51][CH:50]=[CH:49][CH:48]=3)[C:45]=2[F:46])[N:41]=1, predict the reaction product. The product is: [F:46][C:45]1[C:44]([C:47]2[CH:52]=[CH:51][CH:50]=[CH:49][CH:48]=2)=[C:43]([CH3:53])[C:42]([C:54]#[N:55])=[C:40]2[C:39]=1[O:38][C:37]([C:14]1[N:15]([CH3:19])[CH:16]=[CH:17][CH:18]=1)=[N:41]2.